Dataset: NCI-60 drug combinations with 297,098 pairs across 59 cell lines. Task: Regression. Given two drug SMILES strings and cell line genomic features, predict the synergy score measuring deviation from expected non-interaction effect. (1) Drug 1: C1CC(=O)NC(=O)C1N2CC3=C(C2=O)C=CC=C3N. Drug 2: CC12CCC3C(C1CCC2O)C(CC4=C3C=CC(=C4)O)CCCCCCCCCS(=O)CCCC(C(F)(F)F)(F)F. Cell line: SNB-19. Synergy scores: CSS=2.32, Synergy_ZIP=-2.61, Synergy_Bliss=-5.17, Synergy_Loewe=0.300, Synergy_HSA=-2.10. (2) Drug 1: C1=CC(=CC=C1CCC2=CNC3=C2C(=O)NC(=N3)N)C(=O)NC(CCC(=O)O)C(=O)O. Drug 2: C(CN)CNCCSP(=O)(O)O. Cell line: OVCAR-8. Synergy scores: CSS=21.1, Synergy_ZIP=-2.42, Synergy_Bliss=-5.29, Synergy_Loewe=-29.3, Synergy_HSA=-4.55. (3) Drug 1: CC(C)CN1C=NC2=C1C3=CC=CC=C3N=C2N. Drug 2: CC1C(C(CC(O1)OC2CC(CC3=C2C(=C4C(=C3O)C(=O)C5=C(C4=O)C(=CC=C5)OC)O)(C(=O)CO)O)N)O.Cl. Cell line: SN12C. Synergy scores: CSS=33.0, Synergy_ZIP=-4.03, Synergy_Bliss=-8.78, Synergy_Loewe=-14.4, Synergy_HSA=-6.29. (4) Drug 1: CC12CCC3C(C1CCC2O)C(CC4=C3C=CC(=C4)O)CCCCCCCCCS(=O)CCCC(C(F)(F)F)(F)F. Drug 2: C1CC(=O)NC(=O)C1N2C(=O)C3=CC=CC=C3C2=O. Cell line: HCT-15. Synergy scores: CSS=-0.305, Synergy_ZIP=0.452, Synergy_Bliss=-2.96, Synergy_Loewe=0.275, Synergy_HSA=-3.54. (5) Drug 1: CC12CCC3C(C1CCC2=O)CC(=C)C4=CC(=O)C=CC34C. Drug 2: CC1CCC2CC(C(=CC=CC=CC(CC(C(=O)C(C(C(=CC(C(=O)CC(OC(=O)C3CCCCN3C(=O)C(=O)C1(O2)O)C(C)CC4CCC(C(C4)OC)O)C)C)O)OC)C)C)C)OC. Cell line: U251. Synergy scores: CSS=69.6, Synergy_ZIP=-2.97, Synergy_Bliss=-4.50, Synergy_Loewe=-2.47, Synergy_HSA=-1.72. (6) Drug 1: COC1=C(C=C2C(=C1)N=CN=C2NC3=CC(=C(C=C3)F)Cl)OCCCN4CCOCC4. Drug 2: C1C(C(OC1N2C=NC3=C2NC=NCC3O)CO)O. Cell line: OVCAR-4. Synergy scores: CSS=20.6, Synergy_ZIP=-6.48, Synergy_Bliss=-1.75, Synergy_Loewe=-3.71, Synergy_HSA=0.510. (7) Drug 1: CN(CC1=CN=C2C(=N1)C(=NC(=N2)N)N)C3=CC=C(C=C3)C(=O)NC(CCC(=O)O)C(=O)O. Drug 2: CCC1(C2=C(COC1=O)C(=O)N3CC4=CC5=C(C=CC(=C5CN(C)C)O)N=C4C3=C2)O.Cl. Cell line: U251. Synergy scores: CSS=65.5, Synergy_ZIP=-4.11, Synergy_Bliss=-6.80, Synergy_Loewe=-5.52, Synergy_HSA=-3.02.